Predict which catalyst facilitates the given reaction. From a dataset of Catalyst prediction with 721,799 reactions and 888 catalyst types from USPTO. (1) Reactant: [C:1]([O:5][C:6](=[O:32])[NH:7][CH:8]([C:10]1[N:11]([CH:26]2[CH2:31][CH2:30][CH2:29][CH2:28][O:27]2)[C:12]2[C:17]([N:18]=1)=[C:16]([N:19]1[CH2:24][CH2:23][O:22][CH2:21][CH2:20]1)[N:15]=[C:14]([Cl:25])[N:13]=2)[CH3:9])([CH3:4])([CH3:3])[CH3:2].[H-].[Na+].IC.[C:37](=O)([O-])N.Cl.C(=O)(O)[O-].[Na+]. Product: [C:1]([O:5][C:6](=[O:32])[N:7]([CH:8]([C:10]1[N:11]([CH:26]2[CH2:31][CH2:30][CH2:29][CH2:28][O:27]2)[C:12]2[C:17]([N:18]=1)=[C:16]([N:19]1[CH2:20][CH2:21][O:22][CH2:23][CH2:24]1)[N:15]=[C:14]([Cl:25])[N:13]=2)[CH3:9])[CH3:37])([CH3:2])([CH3:3])[CH3:4]. The catalyst class is: 20. (2) Reactant: [Cl:1][C:2]1[CH:3]=[CH:4][C:5](F)=[C:6]([CH:9]=1)[CH:7]=[O:8].[N:11]1[N:12]=[CH:13][NH:14][CH:15]=1.C([O-])([O-])=O.[Cs+].[Cs+].CS(C)=O. Product: [Cl:1][C:2]1[CH:3]=[CH:4][C:5]([N:11]2[CH:15]=[N:14][CH:13]=[N:12]2)=[C:6]([CH:9]=1)[CH:7]=[O:8]. The catalyst class is: 25.